The task is: Predict the reaction yield, written as a fraction of the theoretical maximum amount of product (1.0 means a 100% yield; for example, 0.34 means a 34% yield).. This data is from Reaction yield outcomes from USPTO patents with 853,638 reactions. (1) The reactants are CO[C:3](=[O:24])[C:4]1[CH:9]=[CH:8][C:7](/[CH:10]=[CH:11]/[C:12]2[C:13]([C:18]3[CH:23]=[CH:22][CH:21]=[CH:20][CH:19]=3)=[N:14][O:15][C:16]=2[CH3:17])=[N:6][CH:5]=1.[CH2:25]([CH2:27][NH2:28])[OH:26]. The catalyst is C1(C)C=CC=CC=1. The product is [OH:26][CH2:25][CH2:27][NH:28][C:3](=[O:24])[C:4]1[CH:9]=[CH:8][C:7](/[CH:10]=[CH:11]/[C:12]2[C:13]([C:18]3[CH:19]=[CH:20][CH:21]=[CH:22][CH:23]=3)=[N:14][O:15][C:16]=2[CH3:17])=[N:6][CH:5]=1. The yield is 0.710. (2) The reactants are C(NC(C)C)(C)C.C([Li])CCC.Cl[CH2:14][CH2:15][CH2:16][CH2:17][C:18]#[C:19][Si:20]([CH3:23])([CH3:22])[CH3:21]. The catalyst is C1COCC1. The product is [CH:17]1([C:18]#[C:19][Si:20]([CH3:23])([CH3:22])[CH3:21])[CH2:16][CH2:15][CH2:14]1. The yield is 0.700. (3) The reactants are [F:1][C:2]([F:18])([F:17])[C:3]1[CH:8]=[CH:7][C:6]([C:9]2([CH:15]=O)[CH2:14][CH2:13][CH2:12][CH2:11][CH2:10]2)=[CH:5][CH:4]=1.[CH3:19][NH2:20].C(O[BH-](OC(=O)C)OC(=O)C)(=O)C.[Na+]. The catalyst is ClCCCl. The product is [CH3:19][NH:20][CH2:15][C:9]1([C:6]2[CH:7]=[CH:8][C:3]([C:2]([F:18])([F:17])[F:1])=[CH:4][CH:5]=2)[CH2:14][CH2:13][CH2:12][CH2:11][CH2:10]1. The yield is 0.660.